Dataset: CYP1A2 inhibition data for predicting drug metabolism from PubChem BioAssay. Task: Regression/Classification. Given a drug SMILES string, predict its absorption, distribution, metabolism, or excretion properties. Task type varies by dataset: regression for continuous measurements (e.g., permeability, clearance, half-life) or binary classification for categorical outcomes (e.g., BBB penetration, CYP inhibition). Dataset: cyp1a2_veith. (1) The compound is O=S(=O)(Nc1ccc2oc(-c3ccccc3)nc2c1)c1ccccc1. The result is 1 (inhibitor). (2) The result is 0 (non-inhibitor). The drug is CN(C)c1ccc(/C=C2/C(=O)N(c3ccc([N+](=O)[O-])cc3)N=C2N2CCOCC2)cc1. (3) The drug is O=C(C[N+]12CN3CN(CN(C3)C1)C2)c1ccc(-c2ccccc2)cc1. The result is 1 (inhibitor). (4) The compound is Cc1ccc(C(=O)N2CCN(c3cc(=O)[nH]nc3-c3ccccc3)CC2)cc1. The result is 0 (non-inhibitor). (5) The drug is COc1cc(NS(=O)(=O)c2ccc(N)cc2)ncn1. The result is 0 (non-inhibitor).